Dataset: Full USPTO retrosynthesis dataset with 1.9M reactions from patents (1976-2016). Task: Predict the reactants needed to synthesize the given product. The reactants are: [N:1]1[CH:6]=[CH:5][CH:4]=[N:3][C:2]=1[N:7]1[CH2:12][CH2:11][N:10]([C:13]2[N:14]=[CH:15][C:16]3[NH:21][C:20](=[O:22])[CH2:19][S:18][C:17]=3[N:23]=2)[CH2:9][CH2:8]1.[N+:24]([C:27]1[CH:34]=[CH:33][C:30]([CH:31]=O)=[CH:29][CH:28]=1)([O-:26])=[O:25].C(N(CC)CC)C. Given the product [N+:24]([C:27]1[CH:34]=[CH:33][C:30](/[CH:31]=[C:19]2\[C:20](=[O:22])[NH:21][C:16]3[CH:15]=[N:14][C:13]([N:10]4[CH2:11][CH2:12][N:7]([C:2]5[N:1]=[CH:6][CH:5]=[CH:4][N:3]=5)[CH2:8][CH2:9]4)=[N:23][C:17]=3[S:18]\2)=[CH:29][CH:28]=1)([O-:26])=[O:25], predict the reactants needed to synthesize it.